Regression. Given two drug SMILES strings and cell line genomic features, predict the synergy score measuring deviation from expected non-interaction effect. From a dataset of NCI-60 drug combinations with 297,098 pairs across 59 cell lines. (1) Drug 1: C1=CC(=CC=C1CC(C(=O)O)N)N(CCCl)CCCl.Cl. Drug 2: CC1C(C(CC(O1)OC2CC(CC3=C2C(=C4C(=C3O)C(=O)C5=CC=CC=C5C4=O)O)(C(=O)C)O)N)O. Cell line: SK-MEL-2. Synergy scores: CSS=35.6, Synergy_ZIP=2.31, Synergy_Bliss=5.52, Synergy_Loewe=-29.6, Synergy_HSA=1.34. (2) Drug 1: CC12CCC(CC1=CCC3C2CCC4(C3CC=C4C5=CN=CC=C5)C)O. Drug 2: CC1=C(C(CCC1)(C)C)C=CC(=CC=CC(=CC(=O)O)C)C. Cell line: M14. Synergy scores: CSS=-1.54, Synergy_ZIP=0.540, Synergy_Bliss=-1.23, Synergy_Loewe=-2.89, Synergy_HSA=-2.51. (3) Drug 1: C1CN1C2=NC(=NC(=N2)N3CC3)N4CC4. Drug 2: CN(C)C1=NC(=NC(=N1)N(C)C)N(C)C. Cell line: EKVX. Synergy scores: CSS=8.80, Synergy_ZIP=-2.34, Synergy_Bliss=-0.110, Synergy_Loewe=-2.31, Synergy_HSA=-2.27.